Predict the reactants needed to synthesize the given product. From a dataset of Full USPTO retrosynthesis dataset with 1.9M reactions from patents (1976-2016). (1) Given the product [C:30]([OH:29])(=[O:31])[CH2:32][C:33]([CH2:2][C:1]([OH:20])=[O:19])([C:34]([OH:36])=[O:35])[OH:62], predict the reactants needed to synthesize it. The reactants are: [C:1]([OH:20])(=[O:19])[CH2:2]CCCCCC/C=C\CCCCCCCC.CC1C(C)=C([O:29][C:30]([CH2:32][CH2:33][C:34]([O:36]CCO)=[O:35])=[O:31])C(C)=C2CCC(CCCC(CCCC(CCCC(C)C)C)C)(C)OC=12.[OH2:62]. (2) Given the product [Br:1][C:2]1[CH:3]=[C:4]([CH:7]=[C:8]([CH3:10])[CH:9]=1)[CH2:5][OH:13], predict the reactants needed to synthesize it. The reactants are: [Br:1][C:2]1[CH:3]=[C:4]([CH:7]=[C:8]([CH3:10])[CH:9]=1)[CH2:5]Br.C([O-])(=[O:13])C.[Na+].[OH-].[NH4+].